This data is from Full USPTO retrosynthesis dataset with 1.9M reactions from patents (1976-2016). The task is: Predict the reactants needed to synthesize the given product. Given the product [Si:1]([O:8][C@@H:9]1[C@@:28]2([CH3:29])[C:13](=[CH:14][CH:15]=[C:16]3[C@@H:27]2[CH2:26][CH2:25][C@@:24]2([CH3:30])[C@H:17]3[CH2:18][CH:19]=[C:20]2[C@H:21]([O:23][CH2:57]/[CH:58]=[CH:59]/[C:60]([CH2:71][CH3:72])([O:63][Si:64]([CH2:69][CH3:70])([CH2:65][CH3:66])[CH2:67][CH3:68])[CH2:61][CH3:62])[CH3:22])[CH2:12][C@@H:11]([O:31][Si:32]([C:35]([CH3:37])([CH3:36])[CH3:38])([CH3:33])[CH3:34])[CH2:10]1)([C:4]([CH3:7])([CH3:6])[CH3:5])([CH3:3])[CH3:2], predict the reactants needed to synthesize it. The reactants are: [Si:1]([O:8][C@@H:9]1[C@@:28]2([CH3:29])[C:13](=[CH:14][CH:15]=[C:16]3[C@@H:27]2[CH2:26][CH2:25][C@@:24]2([CH3:30])[C@H:17]3[CH2:18][CH:19]=[C:20]2[C@H:21]([OH:23])[CH3:22])[CH2:12][C@@H:11]([O:31][Si:32]([C:35]([CH3:38])([CH3:37])[CH3:36])([CH3:34])[CH3:33])[CH2:10]1)([C:4]([CH3:7])([CH3:6])[CH3:5])([CH3:3])[CH3:2].[H-].[Na+].C1OCCOCCOCCOCCOC1.Br[CH2:57]/[CH:58]=[CH:59]/[C:60]([CH2:71][CH3:72])([O:63][Si:64]([CH2:69][CH3:70])([CH2:67][CH3:68])[CH2:65][CH3:66])[CH2:61][CH3:62].